From a dataset of Full USPTO retrosynthesis dataset with 1.9M reactions from patents (1976-2016). Predict the reactants needed to synthesize the given product. Given the product [NH2:1][C:2]1[N:3]=[CH:4][C:5]([CH2:8][CH2:9][C:10]([O:12][CH3:13])=[O:11])=[N:6][CH:7]=1, predict the reactants needed to synthesize it. The reactants are: [NH2:1][C:2]1[N:3]=[CH:4][C:5]([C:8]#[C:9][C:10]([O:12][CH3:13])=[O:11])=[N:6][CH:7]=1.